This data is from Catalyst prediction with 721,799 reactions and 888 catalyst types from USPTO. The task is: Predict which catalyst facilitates the given reaction. (1) Reactant: [BH4-].[Na+].[Cl:3][C:4]1[CH:5]=[N:6][CH:7]=[C:8]([CH:13]=1)[C:9](OC)=[O:10]. Product: [Cl:3][C:4]1[CH:13]=[C:8]([CH2:9][OH:10])[CH:7]=[N:6][CH:5]=1. The catalyst class is: 100. (2) Reactant: [NH2:1][C:2]1[CH:10]=[C:9]2[C:5]([CH2:6][O:7][C:8]2=[C:11]2[C:19]3[C:14](=[CH:15][CH:16]=[CH:17][CH:18]=3)[NH:13][C:12]2=[O:20])=[CH:4][CH:3]=1.C(N(CC)C(C)C)(C)C.[CH3:30][O:31][C:32]1[CH:37]=[CH:36][C:35]([CH2:38][C:39](Cl)=[O:40])=[CH:34][CH:33]=1. Product: [CH3:30][O:31][C:32]1[CH:37]=[CH:36][C:35]([CH2:38][C:39]([NH:1][C:2]2[CH:10]=[C:9]3[C:5](=[CH:4][CH:3]=2)[CH2:6][O:7][C:8]3=[C:11]2[C:19]3[C:14](=[CH:15][CH:16]=[CH:17][CH:18]=3)[NH:13][C:12]2=[O:20])=[O:40])=[CH:34][CH:33]=1. The catalyst class is: 1. (3) Reactant: [Br:1][C:2]1[CH:3]=[C:4]2[C:9](=[CH:10][CH:11]=1)[C:8](=[O:12])[N:7]([S:13]([C:16]1[CH:21]=[CH:20][CH:19]=[CH:18][CH:17]=1)(=[O:15])=[O:14])[CH:6]=[C:5]2[CH3:22].[Br:23]N1C(=O)CCC1=O.C(OOC(=O)C1C=CC=CC=1)(=O)C1C=CC=CC=1. Product: [Br:1][C:2]1[CH:3]=[C:4]2[C:9](=[CH:10][CH:11]=1)[C:8](=[O:12])[N:7]([S:13]([C:16]1[CH:17]=[CH:18][CH:19]=[CH:20][CH:21]=1)(=[O:15])=[O:14])[CH:6]=[C:5]2[CH2:22][Br:23]. The catalyst class is: 48. (4) Reactant: [C:1]1(P(C2C=CC=CC=2)C2C=CC=CC=2)[CH:6]=CC=C[CH:2]=1.[Cl:20][C:21]1[C:28]([CH3:29])=[C:27]([C:30]2[CH:34]=[CH:33][NH:32][N:31]=2)[CH:26]=[CH:25][C:22]=1[C:23]#[N:24].CC(OC(/[N:41]=N/C(OC(C)C)=O)=O)C.Cl. Product: [NH2:41][CH2:2][C@H:1]([N:32]1[CH:33]=[CH:34][C:30]([C:27]2[CH:26]=[CH:25][C:22]([C:23]#[N:24])=[C:21]([Cl:20])[C:28]=2[CH3:29])=[N:31]1)[CH3:6]. The catalyst class is: 161.